Dataset: Full USPTO retrosynthesis dataset with 1.9M reactions from patents (1976-2016). Task: Predict the reactants needed to synthesize the given product. (1) Given the product [CH3:38][O:39][C:40]([C@H:42]1[CH2:46][CH2:45][CH2:44][N:43]1[C:22]([C:15]1[N:16]2[C:17]([CH2:18][O:19][CH2:20][CH2:21]2)=[C:13]([C:11](=[O:12])[NH:10][C@@H:7]([C:1]2[CH:6]=[CH:5][CH:4]=[CH:3][CH:2]=2)[CH2:8][CH3:9])[CH:14]=1)=[O:23])=[O:41], predict the reactants needed to synthesize it. The reactants are: [C:1]1([C@H:7]([NH:10][C:11]([C:13]2[CH:14]=[C:15]([C:22](O)=[O:23])[N:16]3[CH2:21][CH2:20][O:19][CH2:18][C:17]=23)=[O:12])[CH2:8][CH3:9])[CH:6]=[CH:5][CH:4]=[CH:3][CH:2]=1.Cl.C(N=C=NCCCN(C)C)C.Cl.[CH3:38][O:39][C:40]([C@H:42]1[CH2:46][CH2:45][CH2:44][NH:43]1)=[O:41].C(N(CC)CC)C. (2) Given the product [CH3:33][C:30]1[NH:31][CH:32]=[C:28]([C:38]#[C:39][C:40]2[CH:45]=[CH:44][N:43]=[C:42]([C:46]#[N:47])[CH:41]=2)[N:29]=1, predict the reactants needed to synthesize it. The reactants are: C1(P(C2C=CC=CC=2)C2C=CC=CC=2)C=CC=CC=1.C(N(CC)CC)C.I[C:28]1[N:29]=[C:30]([CH3:33])[NH:31][CH:32]=1.C[Si]([C:38]#[C:39][C:40]1[CH:45]=[CH:44][N:43]=[C:42]([C:46]#[N:47])[CH:41]=1)(C)C.[F-].C([N+](CCCC)(CCCC)CCCC)CCC. (3) Given the product [CH:30]1([C:11]2[C:12]([NH:17][C@@H:18]3[C:26]4[C:21](=[CH:22][CH:23]=[CH:24][CH:25]=4)[CH2:20][C@@H:19]3[OH:27])=[N:13][C:14]([CH3:15])=[C:9]([C:3]3[CH:4]=[CH:5][C:6]([Cl:8])=[CH:7][C:2]=3[Cl:1])[N:10]=2)[CH2:31][CH2:33]1, predict the reactants needed to synthesize it. The reactants are: [Cl:1][C:2]1[CH:7]=[C:6]([Cl:8])[CH:5]=[CH:4][C:3]=1[C:9]1[N:10]=[C:11]([CH2:30][CH3:31])[C:12]([NH:17][C@@H:18]2[C:26]3[C:21](=[CH:22][CH:23]=[CH:24][CH:25]=3)[CH2:20][C@@H:19]2[O:27]CC)=[N:13][C:14]=1[CH2:15]C.Br[C:33]1N=C(C2CC2)C(N[C@@H]2C3C(=CC=CC=3)C[C@@H]2O)=NC=1C. (4) Given the product [C:1]([O:5][C@@H:6]([C:10]1[C:37]([CH3:38])=[CH:36][C:13]2[N:14]=[C:15]([C:17]3[CH:22]=[CH:21][CH:20]=[C:19]([N:23]4[CH2:28][CH2:27][NH:26][CH2:25][CH2:24]4)[CH:18]=3)[S:16][C:12]=2[C:11]=1[C:39]1[CH:40]=[CH:41][C:42]([Cl:45])=[CH:43][CH:44]=1)[C:7]([OH:9])=[O:8])([CH3:4])([CH3:2])[CH3:3], predict the reactants needed to synthesize it. The reactants are: [C:1]([O:5][C@@H:6]([C:10]1[C:37]([CH3:38])=[CH:36][C:13]2[N:14]=[C:15]([C:17]3[CH:22]=[CH:21][CH:20]=[C:19]([N:23]4[CH2:28][CH2:27][N:26](C(OC(C)(C)C)=O)[CH2:25][CH2:24]4)[CH:18]=3)[S:16][C:12]=2[C:11]=1[C:39]1[CH:44]=[CH:43][C:42]([Cl:45])=[CH:41][CH:40]=1)[C:7]([OH:9])=[O:8])([CH3:4])([CH3:3])[CH3:2].Cl.C([O-])(O)=O.[Na+].